Dataset: Forward reaction prediction with 1.9M reactions from USPTO patents (1976-2016). Task: Predict the product of the given reaction. Given the reactants [Cl:1][C:2]1[N:7]=[CH:6][C:5]2[C:8](I)=[N:9][N:10]([CH:11]([CH3:13])[CH3:12])[C:4]=2[CH:3]=1.Cl.[NH2:16][CH:17]1[CH2:21][NH:20][C:19](=[O:22])[CH2:18]1.C1(P(C2C=CC=CC=2)C2C3OC4C(=CC=CC=4P(C4C=CC=CC=4)C4C=CC=CC=4)C(C)(C)C=3C=CC=2)C=CC=CC=1.C(=O)([O-])[O-].[Cs+].[Cs+], predict the reaction product. The product is: [NH2:16][CH:17]1[CH2:21][N:20]([C:8]2[C:5]3[CH:6]=[N:7][C:2]([Cl:1])=[CH:3][C:4]=3[N:10]([CH:11]([CH3:13])[CH3:12])[N:9]=2)[C:19](=[O:22])[CH2:18]1.